Task: Predict the product of the given reaction.. Dataset: Forward reaction prediction with 1.9M reactions from USPTO patents (1976-2016) (1) Given the reactants [OH:1][CH:2]([CH2:18][N:19]1[CH2:24][CH2:23][O:22][CH2:21][CH2:20]1)[CH2:3][N:4]1[CH2:10][CH2:9][CH2:8][C:7]2[NH:11][C:12]([CH:15]=O)=[C:13]([CH3:14])[C:6]=2[C:5]1=[O:17].[F:25][C:26]1[C:31]([F:32])=[CH:30][CH:29]=[CH:28][C:27]=1[C:33]1[C:41]([F:42])=[CH:40][CH:39]=[C:38]2[C:34]=1[CH2:35][C:36](=[O:43])[NH:37]2.N1CCCCC1, predict the reaction product. The product is: [F:25][C:26]1[C:31]([F:32])=[CH:30][CH:29]=[CH:28][C:27]=1[C:33]1[C:41]([F:42])=[CH:40][CH:39]=[C:38]2[C:34]=1/[C:35](=[CH:15]/[C:12]1[NH:11][C:7]3[CH2:8][CH2:9][CH2:10][N:4]([CH2:3][C@H:2]([OH:1])[CH2:18][N:19]4[CH2:24][CH2:23][O:22][CH2:21][CH2:20]4)[C:5](=[O:17])[C:6]=3[C:13]=1[CH3:14])/[C:36](=[O:43])[NH:37]2. (2) Given the reactants Cl.[OH:2][C@@H:3]1[CH2:8][CH2:7][CH2:6][NH:5][CH2:4]1.[C:9]([O:13][C:14](O[C:14]([O:13][C:9]([CH3:12])([CH3:11])[CH3:10])=[O:15])=[O:15])([CH3:12])([CH3:11])[CH3:10].C(=O)([O-])[O-].[Na+].[Na+], predict the reaction product. The product is: [C:9]([O:13][C:14]([N:5]1[CH2:6][CH2:7][CH2:8][C@@H:3]([OH:2])[CH2:4]1)=[O:15])([CH3:12])([CH3:11])[CH3:10].